Dataset: Forward reaction prediction with 1.9M reactions from USPTO patents (1976-2016). Task: Predict the product of the given reaction. (1) Given the reactants [Cl:1][C:2]1[CH:7]=[C:6](Cl)[N:5]=[CH:4][N:3]=1.C(=O)([O-])[O-].[Cs+].[Cs+].[C:15]1([CH3:21])C=CC=C[CH:16]=1, predict the reaction product. The product is: [Cl:1][C:2]1[CH:7]=[C:6]([CH:21]2[CH2:15][CH2:16]2)[N:5]=[CH:4][N:3]=1. (2) Given the reactants [NH:1]1[CH2:6][CH2:5][O:4][CH2:3][CH2:2]1.[H-].[Na+].[C:9]1([C:29]2[CH:34]=[CH:33][CH:32]=[CH:31][CH:30]=2)[CH:14]=[CH:13][C:12]([C:15]2[N:19]([C:20]3[CH:25]=[CH:24][CH:23]=[CH:22][C:21]=3[F:26])[C:18]([CH2:27]Cl)=[N:17][N:16]=2)=[CH:11][CH:10]=1, predict the reaction product. The product is: [C:9]1([C:29]2[CH:30]=[CH:31][CH:32]=[CH:33][CH:34]=2)[CH:14]=[CH:13][C:12]([C:15]2[N:19]([C:20]3[CH:25]=[CH:24][CH:23]=[CH:22][C:21]=3[F:26])[C:18]([CH2:27][N:1]3[CH2:6][CH2:5][O:4][CH2:3][CH2:2]3)=[N:17][N:16]=2)=[CH:11][CH:10]=1. (3) Given the reactants [O:1]([C:8]1[CH:9]=[C:10]([CH:25]=[CH:26][CH:27]=1)[CH2:11][NH:12][C:13]1[CH:18]=[CH:17][C:16]([C@@H:19]2[CH2:21][C@H:20]2[C:22](O)=[O:23])=[CH:15][CH:14]=1)[C:2]1[CH:7]=[CH:6][CH:5]=[CH:4][CH:3]=1.CN(C(ON1N=NC2C=CC=NC1=2)=[N+](C)C)C.F[P-](F)(F)(F)(F)F.[F:52][C:53]([F:63])([F:62])[C:54]1[CH:61]=[CH:60][C:57]([CH2:58][NH2:59])=[CH:56][CH:55]=1, predict the reaction product. The product is: [O:1]([C:8]1[CH:9]=[C:10]([CH:25]=[CH:26][CH:27]=1)[CH2:11][NH:12][C:13]1[CH:14]=[CH:15][C:16]([C@@H:19]2[CH2:21][C@H:20]2[C:22]([NH:59][CH2:58][C:57]2[CH:56]=[CH:55][C:54]([C:53]([F:52])([F:62])[F:63])=[CH:61][CH:60]=2)=[O:23])=[CH:17][CH:18]=1)[C:2]1[CH:3]=[CH:4][CH:5]=[CH:6][CH:7]=1. (4) Given the reactants [O:1]=[C:2]1[C:11]2[C:6](=[CH:7][CH:8]=[CH:9][CH:10]=2)[N:5]=[C:4]([CH2:12][CH2:13][CH2:14][C:15]([OH:17])=O)[NH:3]1.FC(F)(F)C(O)=O.[Cl:25][C:26]1[CH:31]=[CH:30][C:29]([C:32]2[O:33][C:34]([CH:37]3[CH2:42][CH2:41][NH:40][CH2:39][CH2:38]3)=[N:35][N:36]=2)=[CH:28][CH:27]=1, predict the reaction product. The product is: [Cl:25][C:26]1[CH:31]=[CH:30][C:29]([C:32]2[O:33][C:34]([CH:37]3[CH2:42][CH2:41][N:40]([C:15](=[O:17])[CH2:14][CH2:13][CH2:12][C:4]4[NH:3][C:2](=[O:1])[C:11]5[C:6](=[CH:7][CH:8]=[CH:9][CH:10]=5)[N:5]=4)[CH2:39][CH2:38]3)=[N:35][N:36]=2)=[CH:28][CH:27]=1. (5) Given the reactants [CH3:1][N:2]([CH2:4][C:5]1[CH:23]=[CH:22][C:8](/[CH:9]=[N:10]/[C:11]2[CH:19]=[C:18]([F:20])[CH:17]=[C:16]3[C:12]=2[CH2:13][O:14][C:15]3=[O:21])=[CH:7][CH:6]=1)[CH3:3].[F:24][C:25]1[CH:32]=[CH:31][C:28]([CH:29]=O)=[CH:27][CH:26]=1.[O-:33][CH2:34][CH3:35].[Na+].C(O)C, predict the reaction product. The product is: [CH3:1][N:2]([CH2:4][C:5]1[CH:23]=[CH:22][C:8]([CH:9]2[CH:29]([C:28]3[CH:31]=[CH:32][C:25]([F:24])=[CH:26][CH:27]=3)[C:34](=[O:33])[C:35]3[C:16]([C:15]([O:14][CH2:13][CH3:12])=[O:21])=[CH:17][C:18]([F:20])=[CH:19][C:11]=3[NH:10]2)=[CH:7][CH:6]=1)[CH3:3]. (6) Given the reactants Cl.[F:2][C:3]1[CH:4]=[C:5]([C:8]2[O:12][N:11]=[C:10]([C@H:13]3[CH2:18][CH2:17][CH2:16][NH:15][CH2:14]3)[N:9]=2)[NH:6][CH:7]=1.[F:19][C:20]1[CH:21]=[N:22][CH:23]=[CH:24][C:25]=1[C:26](O)=[O:27], predict the reaction product. The product is: [F:19][C:20]1[CH:21]=[N:22][CH:23]=[CH:24][C:25]=1[C:26]([N:15]1[CH2:16][CH2:17][CH2:18][C@H:13]([C:10]2[N:9]=[C:8]([C:5]3[NH:6][CH:7]=[C:3]([F:2])[CH:4]=3)[O:12][N:11]=2)[CH2:14]1)=[O:27].